Task: Predict the reaction yield, written as a fraction of the theoretical maximum amount of product (1.0 means a 100% yield; for example, 0.34 means a 34% yield).. Dataset: Reaction yield outcomes from USPTO patents with 853,638 reactions (1) The reactants are C(N[C:6](=O)[N:7]([CH:15]1[CH2:20][CH2:19][CH2:18][CH2:17][CH2:16]1)[CH2:8][CH2:9][CH2:10][CH2:11][CH2:12][CH2:13][OH:14])(C)(C)C.[CH:22]1[CH:23]=[CH:24][NH+]=[CH:26][CH:27]=1.[O-][Cr](Cl)(=O)=O. The catalyst is C(Cl)Cl. The product is [CH:15]1([N:7]([CH:6]2[CH2:24][CH2:23][CH2:22][CH2:27][CH2:26]2)[CH2:8][CH2:9][CH2:10][CH2:11][CH2:12][CH:13]=[O:14])[CH2:16][CH2:17][CH2:18][CH2:19][CH2:20]1. The yield is 0.480. (2) The reactants are [F:1][C:2]([F:11])([F:10])[C:3]1[CH:8]=[CH:7][CH:6]=[CH:5][C:4]=1[OH:9].C1N2CN3CN(C2)CN1C3.FC(F)(F)[C:24](O)=[O:25]. No catalyst specified. The product is [OH:9][C:4]1[CH:5]=[CH:6][C:7]([CH:24]=[O:25])=[CH:8][C:3]=1[C:2]([F:10])([F:11])[F:1]. The yield is 0.360. (3) The reactants are C(OC(NCC1C=C(NC(=O)COC2C=CC([CH:29]([NH:33][C:34]3[CH:35]=[C:36]4[C:41](=[CH:42][CH:43]=3)[C:40]([N:44]([C:52]([O:54][C:55]([CH3:58])([CH3:57])[CH3:56])=[O:53])[C:45]([O:47][C:48]([CH3:51])([CH3:50])[CH3:49])=[O:46])=[N:39][CH:38]=[CH:37]4)[C:30]([OH:32])=[O:31])=CC=2)C=CC=1)=O)C1C=CC=CC=1.[Si:60]([O:67][CH:68]([CH3:79])[CH2:69][C:70]1[CH:75]=[CH:74][C:73](B(O)O)=[CH:72][CH:71]=1)([C:63]([CH3:66])([CH3:65])[CH3:64])([CH3:62])[CH3:61]. No catalyst specified. The product is [C:48]([O:47][C:45]([N:44]([C:52]([O:54][C:55]([CH3:58])([CH3:56])[CH3:57])=[O:53])[C:40]1[C:41]2[C:36](=[CH:35][C:34]([NH:33][CH:29]([C:73]3[CH:74]=[CH:75][C:70]([CH2:69][CH:68]([O:67][Si:60]([C:63]([CH3:64])([CH3:66])[CH3:65])([CH3:61])[CH3:62])[CH3:79])=[CH:71][CH:72]=3)[C:30]([OH:32])=[O:31])=[CH:43][CH:42]=2)[CH:37]=[CH:38][N:39]=1)=[O:46])([CH3:50])([CH3:51])[CH3:49]. The yield is 0.650. (4) The yield is 0.650. The catalyst is C(O)C.[Pd]. The reactants are [F:1][C:2]1[C:3]([NH:12][C:13]2[CH:18]=[CH:17][C:16]([C:19]#[C:20][CH2:21][O:22][CH3:23])=[CH:15][C:14]=2[F:24])=[C:4]([CH:8]=[CH:9][C:10]=1[F:11])[C:5]([OH:7])=[O:6]. The product is [F:1][C:2]1[C:3]([NH:12][C:13]2[CH:18]=[CH:17][C:16]([CH2:19][CH2:20][CH2:21][O:22][CH3:23])=[CH:15][C:14]=2[F:24])=[C:4]([CH:8]=[CH:9][C:10]=1[F:11])[C:5]([OH:7])=[O:6].